From a dataset of Catalyst prediction with 721,799 reactions and 888 catalyst types from USPTO. Predict which catalyst facilitates the given reaction. (1) Reactant: C([O:3][C:4](=[O:23])[CH:5]([C:15]1[CH:20]=[CH:19][N:18]=[C:17]([S:21][CH3:22])[N:16]=1)[C:6]([C:8]1[CH:13]=[CH:12][C:11]([F:14])=[CH:10][CH:9]=1)=O)C.COC(=O)C(C1C=CC(F)=CC=1)C(=O)C1C=C[N:32]=CC=1.C(O)C. Product: [F:14][C:11]1[CH:12]=[CH:13][C:8]([C:6]2[NH:32][O:3][C:4](=[O:23])[C:5]=2[C:15]2[CH:20]=[CH:19][N:18]=[C:17]([S:21][CH3:22])[N:16]=2)=[CH:9][CH:10]=1. The catalyst class is: 17. (2) Reactant: CS(C)=O.C(Cl)(=O)C(Cl)=O.[CH:11]([C@:14]1([C:20]([N:22]2[CH2:27][C:26]3[CH:28]=[C:29]([C:32]([F:35])([F:34])[F:33])[CH:30]=[CH:31][C:25]=3[O:24][CH2:23]2)=[O:21])[CH2:18][CH2:17][CH:16]([OH:19])[CH2:15]1)([CH3:13])[CH3:12].C(N(CC)CC)C.Cl. Product: [CH:11]([C@:14]1([C:20]([N:22]2[CH2:27][C:26]3[CH:28]=[C:29]([C:32]([F:34])([F:35])[F:33])[CH:30]=[CH:31][C:25]=3[O:24][CH2:23]2)=[O:21])[CH2:18][CH2:17][C:16](=[O:19])[CH2:15]1)([CH3:13])[CH3:12]. The catalyst class is: 2. (3) Reactant: Cl.[CH3:2][NH:3][C:4](=[O:8])[C@H:5]([CH3:7])[NH2:6].C([BH3-])#N.[Na+].[CH2:13]([CH:20]1[C:24]2[CH:25]=[C:26]([CH:29]=O)[CH:27]=[CH:28][C:23]=2[O:22][CH2:21]1)[C:14]1[CH:19]=[CH:18][CH:17]=[CH:16][CH:15]=1. Product: [CH2:13]([CH:20]1[C:24]2[CH:25]=[C:26]([CH2:29][NH:6][CH:5]([CH3:7])[C:4]([NH:3][CH3:2])=[O:8])[CH:27]=[CH:28][C:23]=2[O:22][CH2:21]1)[C:14]1[CH:15]=[CH:16][CH:17]=[CH:18][CH:19]=1. The catalyst class is: 5. (4) Reactant: CS([O:5][C:6]1[CH:11]=[CH:10][C:9]([CH2:12][CH:13]2[CH2:18][CH2:17][N:16]([S:19]([CH3:22])(=[O:21])=[O:20])[CH2:15][CH2:14]2)=[CH:8][CH:7]=1)(=O)=O.[OH-].[Na+]. Product: [CH3:22][S:19]([N:16]1[CH2:17][CH2:18][CH:13]([CH2:12][C:9]2[CH:8]=[CH:7][C:6]([OH:5])=[CH:11][CH:10]=2)[CH2:14][CH2:15]1)(=[O:21])=[O:20]. The catalyst class is: 5. (5) The catalyst class is: 4. Reactant: [CH2:1]([Zn]CC)C.ICI.[CH3:9][C:10]1([CH3:31])[C:14]([CH3:16])([CH3:15])[O:13][B:12](/[CH:17]=[CH:18]/[CH2:19][NH:20][C:21](=[O:30])[O:22][CH2:23][C:24]2[CH:29]=[CH:28][CH:27]=[CH:26][CH:25]=2)[O:11]1. Product: [CH3:16][C:14]1([CH3:15])[C:10]([CH3:31])([CH3:9])[O:11][B:12]([CH:17]2[CH2:1][CH:18]2[CH2:19][NH:20][C:21](=[O:30])[O:22][CH2:23][C:24]2[CH:29]=[CH:28][CH:27]=[CH:26][CH:25]=2)[O:13]1. (6) Product: [CH2:1]([O:4][C:5]1[CH:14]=[CH:13][C:12]([O:15][CH3:16])=[CH:11][C:6]=1[CH2:7][NH2:8])[CH:2]=[CH2:3]. Reactant: [CH2:1]([O:4][C:5]1[CH:14]=[CH:13][C:12]([O:15][CH3:16])=[CH:11][C:6]=1[CH2:7][N:8]=[N+]=[N-])[CH:2]=[CH2:3].C1(P(C2C=CC=CC=2)C2C=CC=CC=2)C=CC=CC=1.O. The catalyst class is: 1.